Dataset: Forward reaction prediction with 1.9M reactions from USPTO patents (1976-2016). Task: Predict the product of the given reaction. (1) Given the reactants CCOCC.Br[CH2:7][C:8](=O)[CH2:9][N:10]1[C:18](=[O:19])[C:17]2[C:12](=[CH:13][CH:14]=[CH:15][CH:16]=2)[C:11]1=[O:20].[CH:22]([NH2:24])=[S:23], predict the reaction product. The product is: [S:23]1[CH:7]=[C:8]([CH2:9][N:10]2[C:18](=[O:19])[C:17]3[C:12](=[CH:13][CH:14]=[CH:15][CH:16]=3)[C:11]2=[O:20])[N:24]=[CH:22]1. (2) Given the reactants Br[C:2]1[C:10]2[N:9]3[CH2:11][CH2:12][CH2:13][NH:14][C:15](=[O:16])[C:8]3=[C:7]([CH3:17])[C:6]=2[CH:5]=[C:4]([Cl:18])[CH:3]=1.[CH2:19](B(O)O)[CH:20]([CH3:22])[CH3:21], predict the reaction product. The product is: [Cl:18][C:4]1[CH:3]=[C:2]([CH2:19][CH:20]([CH3:22])[CH3:21])[C:10]2[N:9]3[CH2:11][CH2:12][CH2:13][NH:14][C:15](=[O:16])[C:8]3=[C:7]([CH3:17])[C:6]=2[CH:5]=1. (3) Given the reactants Cl[C:2]1[CH:3]=[N:4][CH:5]=[C:6]([Cl:17])[C:7]=1[N:8]1[CH2:13][CH2:12][CH:11]([C:14]([NH2:16])=[O:15])[CH2:10][CH2:9]1.[CH3:18][N:19]1[C:23]([CH3:24])=[C:22](B2OC(C)(C)C(C)(C)O2)[C:21]([CH3:34])=[N:20]1.C(=O)([O-])[O-].[Na+].[Na+], predict the reaction product. The product is: [Cl:17][C:6]1[CH:5]=[N:4][CH:3]=[C:2]([C:22]2[C:21]([CH3:34])=[N:20][N:19]([CH3:18])[C:23]=2[CH3:24])[C:7]=1[N:8]1[CH2:13][CH2:12][CH:11]([C:14]([NH2:16])=[O:15])[CH2:10][CH2:9]1. (4) Given the reactants [CH3:1][O:2][C:3]1[CH:12]=[CH:11][C:10]2[C:5](=[CH:6][CH:7]=[CH:8][CH:9]=2)[C:4]=1[C:13]([OH:15])=O.C(Cl)(=O)C(Cl)=O.[CH3:22][NH:23][CH3:24].C(N(CC)CC)C, predict the reaction product. The product is: [CH3:1][O:2][C:3]1[CH:12]=[CH:11][C:10]2[C:5](=[CH:6][CH:7]=[CH:8][CH:9]=2)[C:4]=1[C:13]([N:23]([CH3:24])[CH3:22])=[O:15]. (5) Given the reactants [Li]CCCC.CCCCCC.Br[C:13]1[CH:14]=[CH:15][C:16]2[C:17]([CH:28]=1)=[C:18]([C:21]1[CH:26]=[CH:25][CH:24]=[C:23]([Cl:27])[CH:22]=1)[O:19][N:20]=2.[CH3:29][C:30]1[CH:37]=[CH:36][C:33]([CH:34]=[O:35])=[CH:32][CH:31]=1, predict the reaction product. The product is: [Cl:27][C:23]1[CH:22]=[C:21]([C:18]2[O:19][N:20]=[C:16]3[CH:15]=[CH:14][C:13]([CH:34]([C:33]4[CH:36]=[CH:37][C:30]([CH3:29])=[CH:31][CH:32]=4)[OH:35])=[CH:28][C:17]=23)[CH:26]=[CH:25][CH:24]=1. (6) The product is: [C:6]([C:5]1[CH:8]=[CH:9][C:2]([NH:20][CH2:19][CH2:18][NH:17][C:10](=[O:11])[O:12][C:13]([CH3:15])([CH3:14])[CH3:16])=[N:3][CH:4]=1)#[N:7]. Given the reactants Cl[C:2]1[CH:9]=[CH:8][C:5]([C:6]#[N:7])=[CH:4][N:3]=1.[C:10]([NH:17][CH2:18][CH2:19][NH2:20])([O:12][C:13]([CH3:16])([CH3:15])[CH3:14])=[O:11].C(=O)([O-])[O-].[K+].[K+], predict the reaction product. (7) Given the reactants [CH3:1][C:2]1[S:3][C:4]2[CH:9]=[CH:8][N+:7]([O-])=[CH:6][C:5]=2[N:11]=1.P(Cl)(Cl)([Cl:14])=O, predict the reaction product. The product is: [Cl:14][C:6]1[C:5]2[N:11]=[C:2]([CH3:1])[S:3][C:4]=2[CH:9]=[CH:8][N:7]=1.